This data is from Reaction yield outcomes from USPTO patents with 853,638 reactions. The task is: Predict the reaction yield, written as a fraction of the theoretical maximum amount of product (1.0 means a 100% yield; for example, 0.34 means a 34% yield). (1) The reactants are C[O:2][C:3]([C:5]1([NH:8][S:9]([C:12]2[CH:17]=[CH:16][CH:15]=[CH:14][C:13]=2[Br:18])(=[O:11])=[O:10])[CH2:7][CH2:6]1)=[O:4].C1COCC1.CO.O[Li].O. The catalyst is O. The product is [Br:18][C:13]1[CH:14]=[CH:15][CH:16]=[CH:17][C:12]=1[S:9]([NH:8][C:5]1([C:3]([OH:4])=[O:2])[CH2:7][CH2:6]1)(=[O:10])=[O:11]. The yield is 0.980. (2) The reactants are [CH3:1][O:2][C:3]1[C:4]2[CH2:12][NH:11][CH2:10][CH2:9][C:5]=2[N:6]=[CH:7][N:8]=1.Br[C:14]1[CH:15]=[C:16]([Cl:22])[C:17]([O:20][CH3:21])=[N:18][CH:19]=1.CC(C)([O-])C.[Na+].CC(C1C=C(C(C)C)C(C2C=CC=CC=2P(C2CCCCC2)C2CCCCC2)=C(C(C)C)C=1)C. The catalyst is C(O[Pd]OC(=O)C)(=O)C.CCCCCCC.COC(C)(C)C.C1(C)C=CC=CC=1.C(O)(C)(C)C. The product is [Cl:22][C:16]1[CH:15]=[C:14]([N:11]2[CH2:10][CH2:9][C:5]3[N:6]=[CH:7][N:8]=[C:3]([O:2][CH3:1])[C:4]=3[CH2:12]2)[CH:19]=[N:18][C:17]=1[O:20][CH3:21]. The yield is 0.190. (3) The product is [Si:21]([O:1][C:2]1[CH:3]=[C:4]([CH:7]=[CH:8][CH:9]=1)[CH:5]=[O:6])([C:18]([CH3:20])([CH3:19])[CH3:17])([CH3:23])[CH3:22]. The reactants are [OH:1][C:2]1[CH:3]=[C:4]([CH:7]=[CH:8][CH:9]=1)[CH:5]=[O:6].CCN(CC)CC.[CH3:17][C:18]([Si:21](Cl)([CH3:23])[CH3:22])([CH3:20])[CH3:19]. The catalyst is CN(C1C=CN=CC=1)C.C(Cl)Cl. The yield is 0.920. (4) The reactants are [OH:1][CH:2]([C:21]1[CH:26]=[CH:25][CH:24]=[CH:23][CH:22]=1)[C:3]1[CH:8]=[CH:7][C:6]([C:9]2[NH:13][C:12]3[CH:14]=[CH:15][C:16]([C:18]([NH2:20])=[O:19])=[CH:17][C:11]=3[N:10]=2)=[CH:5][CH:4]=1.Cl.[CH:28](Cl)(Cl)Cl. No catalyst specified. The product is [CH3:28][O:1][CH:2]([C:21]1[CH:22]=[CH:23][CH:24]=[CH:25][CH:26]=1)[C:3]1[CH:4]=[CH:5][C:6]([C:9]2[NH:13][C:12]3[CH:14]=[CH:15][C:16]([C:18]([NH2:20])=[O:19])=[CH:17][C:11]=3[N:10]=2)=[CH:7][CH:8]=1. The yield is 0.470. (5) The catalyst is C(Cl)Cl. The product is [Cl:14][CH2:10][C:6]1[CH:7]=[CH:8][C:9]2[N:4]([CH:3]=[CH:2][N:1]=2)[N:5]=1. The yield is 0.500. The reactants are [N:1]1[CH:2]=[CH:3][N:4]2[C:9]=1[CH:8]=[CH:7][C:6]([CH2:10]O)=[N:5]2.O=S(Cl)[Cl:14]. (6) The reactants are Br[C:2]1[C:11]2[C:6](=[CH:7][CH:8]=[CH:9][CH:10]=2)[N:5]=[CH:4][CH:3]=1.[C:12]([O:16][C:17]([N:19]1[CH2:24][CH2:23][CH:22]([NH2:25])[CH2:21][CH2:20]1)=[O:18])([CH3:15])([CH3:14])[CH3:13].O(C(C)(C)C)[K].C1(P(C2CCCCC2)C2C=CC=CC=2C2C(C(C)C)=CC(C(C)C)=CC=2C(C)C)CCCCC1. The catalyst is C1(C)C=CC=CC=1.[Pd].[Pd].C(=CC(C=CC1C=CC=CC=1)=O)C1C=CC=CC=1.C(=CC(C=CC1C=CC=CC=1)=O)C1C=CC=CC=1.C(=CC(C=CC1C=CC=CC=1)=O)C1C=CC=CC=1. The product is [C:12]([O:16][C:17]([N:19]1[CH2:24][CH2:23][CH:22]([NH:25][C:2]2[C:11]3[C:6](=[CH:7][CH:8]=[CH:9][CH:10]=3)[N:5]=[CH:4][CH:3]=2)[CH2:21][CH2:20]1)=[O:18])([CH3:15])([CH3:13])[CH3:14]. The yield is 0.540. (7) The reactants are Cl[CH2:2][CH2:3][CH2:4]/[C:5](=[N:13]\[S@:14]([C:16]([CH3:19])([CH3:18])[CH3:17])=[O:15])/[C:6]1[CH:11]=[CH:10][C:9]([Cl:12])=[CH:8][CH:7]=1. The catalyst is CO. The product is [CH3:17][C:16]([S@@:14]([N:13]1[CH2:2][CH2:3][CH2:4][C@@H:5]1[C:6]1[CH:11]=[CH:10][C:9]([Cl:12])=[CH:8][CH:7]=1)=[O:15])([CH3:19])[CH3:18]. The yield is 0.980. (8) The reactants are [NH2:1][C:2]1[CH:3]=[C:4]2[C:8](=[CH:9][CH:10]=1)[N:7]([CH2:11][CH2:12][N:13]([CH3:15])[CH3:14])[C:6]([CH3:16])=[CH:5]2.[Cl:17][C:18]1[CH:19]=[C:20]([S:25](Cl)(=[O:27])=[O:26])[CH:21]=[C:22]([Cl:24])[CH:23]=1. No catalyst specified. The product is [Cl:24][C:22]1[CH:21]=[C:20]([S:25]([NH:1][C:2]2[CH:3]=[C:4]3[C:8](=[CH:9][CH:10]=2)[N:7]([CH2:11][CH2:12][N:13]([CH3:15])[CH3:14])[C:6]([CH3:16])=[CH:5]3)(=[O:26])=[O:27])[CH:19]=[C:18]([Cl:17])[CH:23]=1. The yield is 0.320.